Dataset: Full USPTO retrosynthesis dataset with 1.9M reactions from patents (1976-2016). Task: Predict the reactants needed to synthesize the given product. (1) Given the product [NH3:4].[CH:1]([N:4]1[CH2:9][CH2:8][N:7]([C:10]([C:12]2[CH:13]=[N:14][C:15]([CH2:18][N:19]3[CH2:24][CH2:23][CH2:22][CH2:21][CH2:20]3)=[CH:16][CH:17]=2)=[S:34])[CH2:6][CH2:5]1)([CH3:3])[CH3:2], predict the reactants needed to synthesize it. The reactants are: [CH:1]([N:4]1[CH2:9][CH2:8][N:7]([C:10]([C:12]2[CH:13]=[N:14][C:15]([CH2:18][N:19]3[CH2:24][CH2:23][CH2:22][CH2:21][CH2:20]3)=[CH:16][CH:17]=2)=O)[CH2:6][CH2:5]1)([CH3:3])[CH3:2].COC1C=CC(P2(SP(C3C=CC(OC)=CC=3)(=S)S2)=[S:34])=CC=1. (2) Given the product [S:1]([N:11]1[C:15]2[N:16]=[CH:17][C:18]3[N:19]([C:22]([N:24]4[CH2:28][CH2:27][CH:26]([NH:29][C:30](=[O:36])[O:31][C:32]([CH3:35])([CH3:34])[CH3:33])[CH2:25]4)=[N:21][CH:20]=3)[C:14]=2[CH:13]=[CH:12]1)([C:4]1[CH:10]=[CH:9][C:7]([CH3:8])=[CH:6][CH:5]=1)(=[O:3])=[O:2], predict the reactants needed to synthesize it. The reactants are: [S:1]([N:11]1[C:15]2=[N:16][CH:17]=[C:18]([CH2:20][NH:21][C:22]([N:24]3[CH2:28][CH2:27][CH:26]([NH:29][C:30](=[O:36])[O:31][C:32]([CH3:35])([CH3:34])[CH3:33])[CH2:25]3)=S)[N:19]=[C:14]2[CH:13]=[CH:12]1)([C:4]1[CH:10]=[CH:9][C:7]([CH3:8])=[CH:6][CH:5]=1)(=[O:3])=[O:2].CCN(C(C)C)C(C)C.C([O-])(O)=O.[Na+].CCOC(C)=O. (3) Given the product [Br:36][C:37]1[CH:38]=[CH:39][C:40]([CH3:44])=[C:41]([NH:42][C:22](=[O:23])[C:21]2[CH:20]=[CH:19][C:18]([NH:17][C:9]3[N:8]=[C:7]([C:1]4[CH:2]=[CH:3][CH:4]=[CH:5][CH:6]=4)[C:16]4[C:11](=[CH:12][CH:13]=[CH:14][CH:15]=4)[N:10]=3)=[CH:26][CH:25]=2)[CH:43]=1, predict the reactants needed to synthesize it. The reactants are: [C:1]1([C:7]2[C:16]3[C:11](=[CH:12][CH:13]=[CH:14][CH:15]=3)[N:10]=[C:9]([NH:17][C:18]3[CH:26]=[CH:25][C:21]([C:22](Cl)=[O:23])=[CH:20][CH:19]=3)[N:8]=2)[CH:6]=[CH:5][CH:4]=[CH:3][CH:2]=1.CCN(C(C)C)C(C)C.[Br:36][C:37]1[CH:38]=[CH:39][C:40]([CH3:44])=[C:41]([CH:43]=1)[NH2:42]. (4) Given the product [Cl:1][C:2]1[CH:3]=[C:4]([OH:20])[C:5]2[C:8]([CH3:19])([CH3:18])[CH2:9][C:10]([C:13]([F:16])([F:14])[F:15])([OH:17])[CH:11]([NH:22][C:23]3[CH:31]=[CH:30][CH:29]=[C:28]4[C:24]=3[CH:25]=[N:26][NH:27]4)[C:6]=2[CH:7]=1, predict the reactants needed to synthesize it. The reactants are: [Cl:1][C:2]1[CH:7]=[CH:6][C:5]([C:8]([CH3:19])([CH3:18])[CH2:9][C:10]([OH:17])([C:13]([F:16])([F:15])[F:14])[CH:11]=O)=[C:4]([O:20]C)[CH:3]=1.[NH2:22][C:23]1[CH:31]=[CH:30][CH:29]=[C:28]2[C:24]=1[CH:25]=[N:26][NH:27]2.B(Br)(Br)Br. (5) Given the product [C:24]([O:23][C:21](=[O:22])[CH:20]([CH2:28][C:29]1[CH:34]=[CH:33][C:32]([Cl:35])=[C:31]([Cl:36])[CH:30]=1)[CH2:19][NH:18][C:16]([C:11]1([CH2:10][C:9]([OH:37])=[O:8])[CH2:12][CH2:13][CH2:14][CH2:15]1)=[O:17])([CH3:27])([CH3:25])[CH3:26], predict the reactants needed to synthesize it. The reactants are: C([O:8][C:9](=[O:37])[CH2:10][C:11]1([C:16]([NH:18][CH2:19][CH:20]([CH2:28][C:29]2[CH:34]=[CH:33][C:32]([Cl:35])=[C:31]([Cl:36])[CH:30]=2)[C:21]([O:23][C:24]([CH3:27])([CH3:26])[CH3:25])=[O:22])=[O:17])[CH2:15][CH2:14][CH2:13][CH2:12]1)C1C=CC=CC=1. (6) Given the product [Br:17][C:6]1[C:2]([CH3:1])=[C:3]([CH:8]=[O:9])[NH:4][C:5]=1[CH3:7], predict the reactants needed to synthesize it. The reactants are: [CH3:1][C:2]1[CH:6]=[C:5]([CH3:7])[NH:4][C:3]=1[CH:8]=[O:9].C1C(=O)N([Br:17])C(=O)C1.C(OOC(=O)C1C=CC=CC=1)(=O)C1C=CC=CC=1. (7) Given the product [CH3:2][O:3][C:4]1[CH:5]=[CH:6][C:7]([C:10]([CH:12]2[CH2:17][CH2:16][N:15]([CH:26]3[CH2:30][CH2:29][N:28]([CH2:31][C:32]([O:34][CH2:35][CH3:36])=[O:33])[C:27]3=[O:37])[CH2:14][CH2:13]2)=[O:11])=[CH:8][CH:9]=1, predict the reactants needed to synthesize it. The reactants are: Cl.[CH3:2][O:3][C:4]1[CH:9]=[CH:8][C:7]([C:10]([CH:12]2[CH2:17][CH2:16][NH:15][CH2:14][CH2:13]2)=[O:11])=[CH:6][CH:5]=1.C(N(CC)CC)C.Br[CH:26]1[CH2:30][CH2:29][N:28]([CH2:31][C:32]([O:34][CH2:35][CH3:36])=[O:33])[C:27]1=[O:37]. (8) Given the product [Cl:1][C:2]1[CH:32]=[CH:31][C:5]2[NH:6][C:7](=[O:29])[CH:8]([CH2:18][C:19]3[CH:24]=[CH:23][C:22]([CH2:25][CH3:26])=[C:21]([CH2:27][CH3:28])[CH:20]=3)[N:9]=[C:10]([C:11]3[CH:16]=[CH:15][C:14]([F:17])=[CH:13][CH:12]=3)[C:4]=2[CH:3]=1, predict the reactants needed to synthesize it. The reactants are: [Cl:1][C:2]1[CH:32]=[CH:31][C:5]2[N:6](C)[C:7](=[O:29])[CH:8]([CH2:18][C:19]3[CH:24]=[CH:23][C:22]([CH2:25][CH3:26])=[C:21]([CH2:27][CH3:28])[CH:20]=3)[N:9]=[C:10]([C:11]3[CH:16]=[CH:15][C:14]([F:17])=[CH:13][CH:12]=3)[C:4]=2[CH:3]=1.[Cl-].[Al+3].[Cl-].[Cl-].C(OCC)(=O)C. (9) Given the product [F:30][C:29]([F:32])([F:31])[C:24]1[CH:23]=[CH:28][CH:27]=[CH:26][N:25]=1, predict the reactants needed to synthesize it. The reactants are: COC1C=C(C=C([N+]([O-])=O)C=1OC)C(Cl)=NC.N1NN=NC=1[C:23]1[C:24]([C:29]([F:32])([F:31])[F:30])=[N:25][CH:26]=[CH:27][CH:28]=1.